From a dataset of hERG Central: cardiac toxicity at 1µM, 10µM, and general inhibition. Predict hERG channel inhibition at various concentrations. (1) The compound is Cc1ccc(S(=O)(=O)N(Cc2ccc(Cl)cc2)c2ccccc2C(=O)NCc2cccnc2)cc1. Results: hERG_inhib (hERG inhibition (general)): blocker. (2) The molecule is COc1ccc(-c2cc3ccccc3n2CC(O)CN2CCC(C)CC2)cc1.O=C(O)C(=O)O. Results: hERG_inhib (hERG inhibition (general)): blocker.